Dataset: Forward reaction prediction with 1.9M reactions from USPTO patents (1976-2016). Task: Predict the product of the given reaction. (1) Given the reactants [CH:1](=O)[C:2]1C=CC=C[CH:3]=1.C(O)(=O)C.[F:13][C:14]([F:37])([F:36])[C:15]([C:21]1[CH:26]=[CH:25][C:24]([N:27]([CH3:35])[CH2:28][C:29]2[CH:34]=[CH:33][CH:32]=[CH:31][CH:30]=2)=[CH:23][CH:22]=1)([OH:20])[C:16]([F:19])([F:18])[F:17].C(O[BH-](OC(=O)C)OC(=O)C)(=O)C.[Na+], predict the reaction product. The product is: [CH2:28]([N:27]([CH2:35][CH2:1][CH2:2][CH3:3])[C:24]1[CH:23]=[CH:22][C:21]([C:15]([OH:20])([C:16]([F:18])([F:17])[F:19])[C:14]([F:36])([F:37])[F:13])=[CH:26][CH:25]=1)[C:29]1[CH:34]=[CH:33][CH:32]=[CH:31][CH:30]=1. (2) Given the reactants [SH:1][C:2]1[N:7]=[CH:6][CH:5]=[CH:4][N:3]=1.I[CH2:9][CH2:10][CH2:11][Si:12]([O:17][CH3:18])([O:15][CH3:16])[O:13][CH3:14], predict the reaction product. The product is: [CH3:14][O:13][Si:12]([O:17][CH3:18])([O:15][CH3:16])[CH2:11][CH2:10][CH2:9][S:1][C:2]1[N:7]=[CH:6][CH:5]=[CH:4][N:3]=1. (3) The product is: [CH3:74][O:75][CH2:76][C@H:77]1[CH2:81][CH2:80][CH2:79][N:78]1[C:48]1[CH:53]=[CH:52][C:51]([S:54]([NH:57][C:58]2[CH:63]=[CH:62][C:61]([C@@H:64]3[CH2:70][C@@H:69]4[C@H:65]3[CH2:66][N:67]([CH2:71][CH2:72][CH3:73])[CH2:68]4)=[CH:60][CH:59]=2)(=[O:56])=[O:55])=[CH:50][CH:49]=1. Given the reactants C1(P(C2C=CC=CC=2)C2C=CC3C(=CC=CC=3)C=2C2C3C(=CC=CC=3)C=CC=2P(C2C=CC=CC=2)C2C=CC=CC=2)C=CC=CC=1.Br[C:48]1[CH:53]=[CH:52][C:51]([S:54]([NH:57][C:58]2[CH:63]=[CH:62][C:61]([C@@H:64]3[CH2:70][C@@H:69]4[C@H:65]3[CH2:66][N:67]([CH2:71][CH2:72][CH3:73])[CH2:68]4)=[CH:60][CH:59]=2)(=[O:56])=[O:55])=[CH:50][CH:49]=1.[CH3:74][O:75][CH2:76][C@H:77]1[CH2:81][CH2:80][CH2:79][NH:78]1.ClCCl.CO, predict the reaction product. (4) Given the reactants C(C1C=CC=CC=1[C:9]1[CH:34]=[CH:33][C:12]([CH2:13][C:14]23[C:22](=[O:23])[N:21]([C:24]4[CH:29]=[C:28]([Cl:30])[CH:27]=[C:26]([Cl:31])[CH:25]=4)[C:20](=[O:32])[N:19]2[CH2:18][CH2:17][CH2:16][CH2:15]3)=[CH:11][CH:10]=1)=O.C1(P(=[CH:54][C:55]([O:57][CH3:58])=[O:56])(C2C=CC=CC=2)C2C=CC=CC=2)C=CC=CC=1.[C:59]1([CH3:65])[CH:64]=[CH:63][CH:62]=[CH:61][CH:60]=1, predict the reaction product. The product is: [CH3:58][O:57][C:55]([CH:54]=[CH:65][C:59]1[CH:64]=[CH:63][CH:62]=[CH:61][C:60]=1[C:9]1[CH:10]=[CH:11][C:12]([CH2:13][C:14]23[C:22](=[O:23])[N:21]([C:24]4[CH:29]=[C:28]([Cl:30])[CH:27]=[C:26]([Cl:31])[CH:25]=4)[C:20](=[O:32])[N:19]2[CH2:18][CH2:17][CH2:16][CH2:15]3)=[CH:33][CH:34]=1)=[O:56]. (5) Given the reactants Cl[C:2]1[C:7]([N+:8]([O-:10])=[O:9])=[CH:6][CH:5]=[C:4]([CH3:11])[N:3]=1.[CH2:12]([O:14][C:15](=[O:22])[CH2:16][C@@H:17]([NH2:21])[CH2:18][CH2:19][CH3:20])[CH3:13].C(N(C(C)C)CC)(C)C, predict the reaction product. The product is: [CH2:12]([O:14][C:15](=[O:22])[CH2:16][C@@H:17]([NH:21][C:2]1[C:7]([N+:8]([O-:10])=[O:9])=[CH:6][CH:5]=[C:4]([CH3:11])[N:3]=1)[CH2:18][CH2:19][CH3:20])[CH3:13]. (6) Given the reactants Cl.[CH3:2][O:3][C:4]1[C:9]2[N:10]=[C:11]([C:13]3[NH:14][C:15]4[CH2:20][CH2:19][NH:18][CH2:17][C:16]=4[N:21]=3)[S:12][C:8]=2[C:7]([N:22]2[CH2:27][CH2:26][O:25][CH2:24][CH2:23]2)=[CH:6][CH:5]=1.C(N(C(C)C)C(C)C)C.[C:37](Cl)(=[O:39])[CH3:38], predict the reaction product. The product is: [CH3:2][O:3][C:4]1[C:9]2[N:10]=[C:11]([C:13]3[NH:14][C:15]4[CH2:20][CH2:19][N:18]([C:37](=[O:39])[CH3:38])[CH2:17][C:16]=4[N:21]=3)[S:12][C:8]=2[C:7]([N:22]2[CH2:23][CH2:24][O:25][CH2:26][CH2:27]2)=[CH:6][CH:5]=1.